The task is: Predict the product of the given reaction.. This data is from Forward reaction prediction with 1.9M reactions from USPTO patents (1976-2016). (1) Given the reactants [NH2:1][CH2:2][C:3]1([OH:7])[CH2:6][CH2:5][CH2:4]1.C(N(CC)CC)C.Cl[C:16]1[C:25]2[C:20](=[CH:21][CH:22]=[CH:23][CH:24]=2)[N:19]=[CH:18][C:17]=1[N+:26]([O-:28])=[O:27], predict the reaction product. The product is: [N+:26]([C:17]1[CH:18]=[N:19][C:20]2[C:25]([C:16]=1[NH:1][CH2:2][C:3]1([OH:7])[CH2:6][CH2:5][CH2:4]1)=[CH:24][CH:23]=[CH:22][CH:21]=2)([O-:28])=[O:27]. (2) Given the reactants [C:1]([N:4]1[C:13]2[C:8](=[CH:9][C:10]([NH:14]C(OC(C)(C)C)=O)=[CH:11][CH:12]=2)[C:7]([CH3:22])=[CH:6][C:5]1([CH3:24])[CH3:23])(=[O:3])[CH3:2].[Al+3].[Cl-:26].[Cl-].[Cl-], predict the reaction product. The product is: [C:1]([N:4]1[C:13]2[C:8](=[CH:9][C:10]([NH2:14])=[CH:11][CH:12]=2)[CH:7]([CH3:22])[CH:6]([C:8]2[CH:13]=[CH:12][C:11]([Cl:26])=[CH:10][CH:9]=2)[C:5]1([CH3:23])[CH3:24])(=[O:3])[CH3:2].